Task: Predict the product of the given reaction.. Dataset: Forward reaction prediction with 1.9M reactions from USPTO patents (1976-2016) (1) Given the reactants N[C:2]1[CH:7]=[CH:6][C:5]([N:8]2[CH:13]=[CH:12][C:11]([O:14][CH2:15][C:16]3[CH:21]=[CH:20][C:19]([F:22])=[CH:18][CH:17]=3)=[CH:10][C:9]2=[O:23])=[CH:4][C:3]=1[NH:24][CH3:25].[Cl:26][C:27]([Cl:33])([Cl:32])[C:28](=[NH:31])OC.O, predict the reaction product. The product is: [F:22][C:19]1[CH:18]=[CH:17][C:16]([CH2:15][O:14][C:11]2[CH:12]=[CH:13][N:8]([C:5]3[CH:6]=[CH:7][C:2]4[N:31]=[C:28]([C:27]([Cl:26])([Cl:32])[Cl:33])[N:24]([CH3:25])[C:3]=4[CH:4]=3)[C:9](=[O:23])[CH:10]=2)=[CH:21][CH:20]=1. (2) Given the reactants [C:1]([C:3]1[CH:4]=[C:5]2[C:10](=[CH:11][CH:12]=1)[N:9]([CH2:13][CH2:14][N:15]1[CH2:20][CH2:19][CH:18]([NH:21]C(=O)OC(C)(C)C)[CH2:17][CH2:16]1)[C:8](=[O:29])[CH:7]=[N:6]2)#[N:2].C(O)(C(F)(F)F)=O, predict the reaction product. The product is: [NH2:21][CH:18]1[CH2:19][CH2:20][N:15]([CH2:14][CH2:13][N:9]2[C:10]3[C:5](=[CH:4][C:3]([C:1]#[N:2])=[CH:12][CH:11]=3)[N:6]=[CH:7][C:8]2=[O:29])[CH2:16][CH2:17]1. (3) Given the reactants O[C:2]1[CH:11]=[CH:10][C:9]2[CH2:8][CH2:7][CH2:6][CH2:5][C:4]=2[N:3]=1.CCN(C1C=CC=CC=1)CC.P(Cl)(Cl)([Cl:25])=O, predict the reaction product. The product is: [Cl:25][C:2]1[CH:11]=[CH:10][C:9]2[CH2:8][CH2:7][CH2:6][CH2:5][C:4]=2[N:3]=1. (4) Given the reactants [Br:1]Br.[C:3]([C:11]1[C:12](=[O:21])[N:13]([CH3:20])[C:14](=[O:19])[N:15]([CH3:18])[C:16]=1[CH3:17])(=[O:10])[C:4]1[CH:9]=[CH:8][CH:7]=[CH:6][CH:5]=1.S([O-])([O-])(=O)=S.[Na+].[Na+], predict the reaction product. The product is: [C:3]([C:11]1[C:12](=[O:21])[N:13]([CH3:20])[C:14](=[O:19])[N:15]([CH3:18])[C:16]=1[CH2:17][Br:1])(=[O:10])[C:4]1[CH:9]=[CH:8][CH:7]=[CH:6][CH:5]=1. (5) Given the reactants [Cl:1][C:2]1[CH:3]=[N:4][C:5]2[N:6]([N:8]=[C:9]([C:11]([OH:13])=O)[CH:10]=2)[CH:7]=1.[CH3:14][O:15][C:16]1[N:21]=[C:20]([O:22][CH3:23])[C:19]([C:24]2[CH:33]=[CH:32][CH:31]=[C:30]3[C:25]=2[CH2:26][CH2:27][NH:28][CH:29]3[CH3:34])=[CH:18][N:17]=1, predict the reaction product. The product is: [Cl:1][C:2]1[CH:3]=[N:4][C:5]2[N:6]([N:8]=[C:9]([C:11]([N:28]3[CH2:27][CH2:26][C:25]4[C:30](=[CH:31][CH:32]=[CH:33][C:24]=4[C:19]4[C:20]([O:22][CH3:23])=[N:21][C:16]([O:15][CH3:14])=[N:17][CH:18]=4)[CH:29]3[CH3:34])=[O:13])[CH:10]=2)[CH:7]=1. (6) Given the reactants [F:1][C:2]1[CH:3]=[C:4]2[C:8](=[CH:9][CH:10]=1)[N:7]([CH:11]1[CH2:16][CH2:15][N:14]([C:17]3([CH3:22])[CH2:21][CH2:20][NH:19][CH2:18]3)[CH2:13][CH2:12]1)[C:6](=[O:23])[CH2:5]2.[C:24](Cl)(=[O:27])[O:25][CH3:26], predict the reaction product. The product is: [F:1][C:2]1[CH:3]=[C:4]2[C:8](=[CH:9][CH:10]=1)[N:7]([CH:11]1[CH2:16][CH2:15][N:14]([C:17]3([CH3:22])[CH2:21][CH2:20][N:19]([C:24]([O:25][CH3:26])=[O:27])[CH2:18]3)[CH2:13][CH2:12]1)[C:6](=[O:23])[CH2:5]2.